Dataset: Full USPTO retrosynthesis dataset with 1.9M reactions from patents (1976-2016). Task: Predict the reactants needed to synthesize the given product. Given the product [OH:5][CH:4]([C:6]1[CH:11]=[CH:10][CH:9]=[CH:8][CH:7]=1)[CH2:3][N:2]([CH3:1])[C:26]([C:23]1[CH:22]=[CH:21][C:20]([C:15]2[CH:16]=[CH:17][CH:18]=[CH:19][C:14]=2[C:13]([F:12])([F:30])[F:29])=[CH:25][CH:24]=1)=[O:28], predict the reactants needed to synthesize it. The reactants are: [CH3:1][NH:2][CH2:3][CH:4]([C:6]1[CH:11]=[CH:10][CH:9]=[CH:8][CH:7]=1)[OH:5].[F:12][C:13]([F:30])([F:29])[C:14]1[CH:19]=[CH:18][CH:17]=[CH:16][C:15]=1[C:20]1[CH:25]=[CH:24][C:23]([C:26]([OH:28])=O)=[CH:22][CH:21]=1.CN(C(ON1N=NC2C=CC=NC1=2)=[N+](C)C)C.F[P-](F)(F)(F)(F)F.CCN(C(C)C)C(C)C.